This data is from Catalyst prediction with 721,799 reactions and 888 catalyst types from USPTO. The task is: Predict which catalyst facilitates the given reaction. (1) Reactant: C(Cl)(=O)C(Cl)=O.[CH3:7][O:8][C:9]1[C:10]([N+:18]([O-:20])=[O:19])=[C:11]([CH:15]=[CH:16][CH:17]=1)[C:12]([OH:14])=O.[CH2:21]([O:23][CH:24]([O:27][CH2:28][CH3:29])[CH2:25][NH2:26])[CH3:22].C(N(CC)CC)C. Product: [CH2:21]([O:23][CH:24]([O:27][CH2:28][CH3:29])[CH2:25][NH:26][C:12](=[O:14])[C:11]1[CH:15]=[CH:16][CH:17]=[C:9]([O:8][CH3:7])[C:10]=1[N+:18]([O-:20])=[O:19])[CH3:22]. The catalyst class is: 120. (2) Reactant: [H-].[Al+3].[Li+].[H-].[H-].[H-].[CH2:7]([O:14][C:15]1[CH:19]=[CH:18][S:17][C:16]=1[C:20](OC)=[O:21])[C:8]1[CH:13]=[CH:12][CH:11]=[CH:10][CH:9]=1.O.[OH-].[Na+]. Product: [CH2:7]([O:14][C:15]1[CH:19]=[CH:18][S:17][C:16]=1[CH2:20][OH:21])[C:8]1[CH:9]=[CH:10][CH:11]=[CH:12][CH:13]=1. The catalyst class is: 7. (3) Product: [CH3:13][N:14]([CH3:19])[S:15]([N:1]1[CH:5]=[CH:4][CH:3]=[N:2]1)(=[O:17])=[O:16]. The catalyst class is: 4. Reactant: [NH:1]1[CH:5]=[CH:4][CH:3]=[N:2]1.C(N(CC)CC)C.[CH3:13][N:14]([CH3:19])[S:15](Cl)(=[O:17])=[O:16].